Dataset: Catalyst prediction with 721,799 reactions and 888 catalyst types from USPTO. Task: Predict which catalyst facilitates the given reaction. (1) Reactant: [NH2:1][C:2]1[N:7]=[C:6]([C:8]2[CH:15]=[CH:14][C:11]([C:12]#[N:13])=[C:10](F)[CH:9]=2)[CH:5]=[C:4]([N:17]2[CH2:22][CH2:21][O:20][CH:19]([C:23]3[NH:24][CH:25]=[C:26]([C:28]4[CH:33]=[CH:32][CH:31]=[CH:30][CH:29]=4)[N:27]=3)[CH2:18]2)[N:3]=1.[NH2:34][NH2:35]. Product: [NH2:1][C:2]1[N:7]=[C:6]([C:8]2[CH:15]=[C:14]3[C:11]([C:12]([NH2:13])=[N:34][NH:35]3)=[CH:10][CH:9]=2)[CH:5]=[C:4]([N:17]2[CH2:22][CH2:21][O:20][CH:19]([C:23]3[NH:24][CH:25]=[C:26]([C:28]4[CH:29]=[CH:30][CH:31]=[CH:32][CH:33]=4)[N:27]=3)[CH2:18]2)[N:3]=1. The catalyst class is: 8. (2) Reactant: [NH2:1][C:2]1[CH:3]=[C:4]([CH:7]=[CH:8][C:9]=1[NH2:10])[C:5]#[N:6].Br[C:12]#[N:13].[OH-].[Na+]. Product: [NH2:13][C:12]1[NH:1][C:2]2[CH:3]=[C:4]([C:5]#[N:6])[CH:7]=[CH:8][C:9]=2[N:10]=1. The catalyst class is: 5. (3) Reactant: [F:1][C:2]([F:20])([C:6]1[CH:11]=[CH:10][CH:9]=[C:8]([O:12][CH2:13][CH2:14][O:15][CH2:16][CH2:17][O:18][CH3:19])[CH:7]=1)[C:3]([OH:5])=O.P(Cl)(Cl)(Cl)=O.Cl.[NH2:27][CH2:28][C:29]1[CH:30]=[C:31]2[C:35](=[CH:36][CH:37]=1)[C:34](=[O:38])[N:33]([CH:39]1[CH2:44][CH2:43][C:42](=[O:45])[NH:41][C:40]1=[O:46])[CH2:32]2.C(=O)(O)[O-].[Na+]. Product: [O:46]=[C:40]1[CH:39]([N:33]2[CH2:32][C:31]3[C:35](=[CH:36][CH:37]=[C:29]([CH2:28][NH:27][C:3](=[O:5])[C:2]([F:1])([F:20])[C:6]4[CH:11]=[CH:10][CH:9]=[C:8]([O:12][CH2:13][CH2:14][O:15][CH2:16][CH2:17][O:18][CH3:19])[CH:7]=4)[CH:30]=3)[C:34]2=[O:38])[CH2:44][CH2:43][C:42](=[O:45])[NH:41]1. The catalyst class is: 17. (4) Reactant: [Br:1][C:2]1[C:11]([CH2:12]Br)=[C:10]([O:14][CH3:15])[C:9]2[C:4](=[CH:5][CH:6]=[CH:7][CH:8]=2)[C:3]=1[O:16][CH3:17].BrC1C([CH2:33][CH2:34][C:35]([O:37][CH2:38][CH3:39])=[O:36])=C(OC)C2C(C=1OC)=CC=CC=2.CCOC(C)=O. Product: [Br:1][C:2]1[C:11]([CH2:12][CH:34]([CH3:33])[C:35]([O:37][CH2:38][CH3:39])=[O:36])=[C:10]([O:14][CH3:15])[C:9]2[C:4]([C:3]=1[O:16][CH3:17])=[CH:5][CH:6]=[CH:7][CH:8]=2. The catalyst class is: 2. (5) The catalyst class is: 268. Product: [CH:15]([N:4]([CH:1]([CH3:3])[CH3:2])[CH2:5][CH2:6][NH:7][C:8]([NH:18][CH2:19][C:20]1[N:28]=[C:27]2[C:23]([N:24]=[CH:25][N:26]2[C@@H:29]2[O:33][C@H:32]([C:34]([NH:36][CH2:37][CH3:38])=[O:35])[C@@H:31]([OH:39])[C@H:30]2[OH:40])=[C:22]([NH:41][CH2:42][CH:43]([C:44]2[CH:45]=[CH:46][CH:47]=[CH:48][CH:49]=2)[C:50]2[CH:55]=[CH:54][CH:53]=[CH:52][CH:51]=2)[N:21]=1)=[O:9])([CH3:17])[CH3:16]. Reactant: [CH:1]([N:4]([CH:15]([CH3:17])[CH3:16])[CH2:5][CH2:6][NH:7][C:8](N1C=CN=C1)=[O:9])([CH3:3])[CH3:2].[NH2:18][CH2:19][C:20]1[N:28]=[C:27]2[C:23]([N:24]=[CH:25][N:26]2[C@@H:29]2[O:33][C@H:32]([C:34]([NH:36][CH2:37][CH3:38])=[O:35])[C@@H:31]([OH:39])[C@H:30]2[OH:40])=[C:22]([NH:41][CH2:42][CH:43]([C:50]2[CH:55]=[CH:54][CH:53]=[CH:52][CH:51]=2)[C:44]2[CH:49]=[CH:48][CH:47]=[CH:46][CH:45]=2)[N:21]=1.C(O)(C)C.C1(C)C=CC=CC=1.